This data is from Full USPTO retrosynthesis dataset with 1.9M reactions from patents (1976-2016). The task is: Predict the reactants needed to synthesize the given product. (1) Given the product [NH2:9][C:3]1[N:4]=[CH:5][N:6]=[C:7]([NH:10][CH2:11][CH:12]2[CH2:13][CH2:14][N:15]([C:18](=[O:20])[CH:38]=[CH2:39])[CH2:16][CH2:17]2)[C:2]=1[C:30]1[CH:31]=[CH:32][C:27]([C:26]([F:37])([F:36])[F:25])=[CH:28][CH:29]=1, predict the reactants needed to synthesize it. The reactants are: Cl[C:2]1[C:3]([NH2:9])=[N:4][CH:5]=[N:6][C:7]=1Cl.[NH2:10][CH2:11][CH:12]1[CH2:17][CH2:16][N:15]([C:18]([O:20]C(C)(C)C)=O)[CH2:14][CH2:13]1.[F:25][C:26]([F:37])([F:36])[C:27]1[CH:32]=[CH:31][C:30](B(O)O)=[CH:29][CH:28]=1.[C:38](Cl)(=O)[CH:39]=C. (2) Given the product [Cl:1][C:2]1[CH:3]=[C:4]([N:8]([CH2:9][C:10]2[C:19]3[C:14](=[C:15]([F:20])[CH:16]=[CH:17][CH:18]=3)[NH:13][C:12](=[O:21])[CH:11]=2)[C:22](=[O:29])[C:23]2[CH:28]=[CH:27][CH:26]=[N:25][CH:24]=2)[CH:5]=[CH:6][CH:7]=1, predict the reactants needed to synthesize it. The reactants are: [Cl:1][C:2]1[CH:3]=[C:4]([NH:8][CH2:9][C:10]2[C:19]3[C:14](=[C:15]([F:20])[CH:16]=[CH:17][CH:18]=3)[NH:13][C:12](=[O:21])[CH:11]=2)[CH:5]=[CH:6][CH:7]=1.[C:22](O)(=[O:29])[C:23]1[CH:28]=[CH:27][CH:26]=[N:25][CH:24]=1. (3) Given the product [CH3:23][N:24]([CH3:25])[C:2]1[C:11]2[C:6](=[CH:7][CH:8]=[C:9]3[N:14]([CH3:15])[CH:13]=[N:12][C:10]3=2)[N:5]=[C:4]([C:16]2[CH:21]=[CH:20][CH:19]=[C:18]([F:22])[CH:17]=2)[CH:3]=1, predict the reactants needed to synthesize it. The reactants are: Cl[C:2]1[C:11]2[C:6](=[CH:7][CH:8]=[C:9]3[N:14]([CH3:15])[CH:13]=[N:12][C:10]3=2)[N:5]=[C:4]([C:16]2[CH:21]=[CH:20][CH:19]=[C:18]([F:22])[CH:17]=2)[CH:3]=1.[CH3:23][NH:24][CH3:25]. (4) Given the product [Br:41][CH2:15][C:14]([C:9]1[N:10]([CH3:13])[N:11]=[N:12][C:8]=1[C:5]1[CH:4]=[CH:3][C:2]([F:1])=[CH:7][CH:6]=1)=[O:16], predict the reactants needed to synthesize it. The reactants are: [F:1][C:2]1[CH:7]=[CH:6][C:5]([C:8]2[N:12]=[N:11][N:10]([CH3:13])[C:9]=2[C:14](=[O:16])[CH3:15])=[CH:4][CH:3]=1.CC(OCC1C2C(=CC=CC=2)C(COC(C)=O)=C2C=1C=CC=C2)=O.[Br:41]Br. (5) Given the product [F:22][C:14]1[CH:13]=[C:12]([NH:11][C:4]([C:3]2[CH:7]=[CH:8][CH:9]=[CH:10][C:2]=2[F:1])=[O:5])[CH:21]=[CH:20][C:15]=1[C:16]([O:18][CH3:19])=[O:17], predict the reactants needed to synthesize it. The reactants are: [F:1][C:2]1[CH:10]=[CH:9][CH:8]=[CH:7][C:3]=1[C:4](Cl)=[O:5].[NH2:11][C:12]1[CH:21]=[CH:20][C:15]([C:16]([O:18][CH3:19])=[O:17])=[C:14]([F:22])[CH:13]=1.C(N(CC)CC)C.